Dataset: Forward reaction prediction with 1.9M reactions from USPTO patents (1976-2016). Task: Predict the product of the given reaction. (1) The product is: [F:34][C:31]([F:32])([F:33])[CH:30]([O:29][C:27]([N:21]1[CH2:22][CH2:23][N:24]([CH2:1][C:3]2[CH:4]=[C:5]([N:13]3[CH2:17][CH2:16][CH2:15][C@H:14]3[C:18]([OH:20])=[O:19])[CH:6]=[C:7]([C:9]([F:12])([F:11])[F:10])[CH:8]=2)[CH2:25][CH2:26]1)=[O:28])[C:35]([F:38])([F:37])[F:36]. Given the reactants [CH:1]([C:3]1[CH:4]=[C:5]([N:13]2[CH2:17][CH2:16][CH2:15][CH:14]2[C:18]([OH:20])=[O:19])[CH:6]=[C:7]([C:9]([F:12])([F:11])[F:10])[CH:8]=1)=O.[N:21]1([C:27]([O:29][CH:30]([C:35]([F:38])([F:37])[F:36])[C:31]([F:34])([F:33])[F:32])=[O:28])[CH2:26][CH2:25][NH:24][CH2:23][CH2:22]1.C(N(CC)CC)C.C(O[BH-](OC(=O)C)OC(=O)C)(=O)C.[Na+], predict the reaction product. (2) Given the reactants C(N(CC)CC)C.[C:8](Cl)(=[O:10])[CH3:9].Cl.[CH3:13][N:14]1[C:18]2=[N:19][C:20]([N:23]3[CH:28]=[CH:27][C:26]([C:29]4[CH:30]=[N:31][C:32]([C:35]([F:38])([F:37])[F:36])=[CH:33][CH:34]=4)=[CH:25][C:24]3=[O:39])=[CH:21][CH:22]=[C:17]2[C:16]2[CH2:40][NH:41][CH2:42][CH2:43][C:15]1=2, predict the reaction product. The product is: [C:8]([N:41]1[CH2:42][CH2:43][C:15]2[N:14]([CH3:13])[C:18]3[C:17]([C:16]=2[CH2:40]1)=[CH:22][CH:21]=[C:20]([N:23]1[CH:28]=[CH:27][C:26]([C:29]2[CH:30]=[N:31][C:32]([C:35]([F:37])([F:38])[F:36])=[CH:33][CH:34]=2)=[CH:25][C:24]1=[O:39])[N:19]=3)(=[O:10])[CH3:9]. (3) Given the reactants [CH2:1]([O:3][C:4](=[O:29])[CH2:5][N:6]1[C:14]2[C:9](=[C:10]([Cl:15])[CH:11]=[CH:12][CH:13]=2)[C:8]([C:18]2[C:19](O)=[CH:20][C:21]3[O:25][CH2:24][CH2:23][C:22]=3[CH:26]=2)([CH2:16][OH:17])[C:7]1=[O:28])[CH3:2].ClC1C=CC(Cl)=C2C=1C(C1C(O)=CC3OCOC=3C=1)(CO)C(=O)N2CCCCC, predict the reaction product. The product is: [CH2:1]([O:3][C:4](=[O:29])[CH2:5][N:6]1[C:14]2[C:9](=[C:10]([Cl:15])[CH:11]=[CH:12][CH:13]=2)[C:8]2([CH2:16][O:17][C:19]3[CH:20]=[C:21]4[C:22](=[CH:26][C:18]2=3)[CH2:23][CH2:24][O:25]4)[C:7]1=[O:28])[CH3:2]. (4) Given the reactants C(OC(=O)[NH:7][CH2:8][CH2:9][N:10]1[C:18]2[C:17]([NH:19][C:20]3[CH:25]=[CH:24][C:23]([O:26][C:27]4[CH:32]=[CH:31][CH:30]=[C:29]([O:33][C:34]([F:39])([F:38])[CH:35]([F:37])[F:36])[CH:28]=4)=[C:22]([CH3:40])[CH:21]=3)=[N:16][CH:15]=[N:14][C:13]=2[CH:12]=[CH:11]1)(C)(C)C.[ClH:42], predict the reaction product. The product is: [ClH:42].[ClH:42].[NH2:7][CH2:8][CH2:9][N:10]1[C:18]2[C:17]([NH:19][C:20]3[CH:25]=[CH:24][C:23]([O:26][C:27]4[CH:32]=[CH:31][CH:30]=[C:29]([O:33][C:34]([F:38])([F:39])[CH:35]([F:36])[F:37])[CH:28]=4)=[C:22]([CH3:40])[CH:21]=3)=[N:16][CH:15]=[N:14][C:13]=2[CH:12]=[CH:11]1. (5) Given the reactants [CH3:1][O:2][C:3]1[CH:4]=[C:5]2[C:10](=[CH:11][CH:12]=1)[CH:9]=[C:8]([C:13]#[N:14])[CH:7]=[CH:6]2.[I:15]N1C(=O)CCC1=O.C(=O)([O-])O.[Na+], predict the reaction product. The product is: [I:15][C:4]1[C:3]([O:2][CH3:1])=[CH:12][CH:11]=[C:10]2[C:5]=1[CH:6]=[CH:7][C:8]([C:13]#[N:14])=[CH:9]2. (6) The product is: [F:17][C:14]1[CH:15]=[CH:16][C:11]([C:9]2[CH:10]=[C:5]3[N:4]=[CH:3][C:2]([NH2:37])=[CH:7][N:6]3[N:8]=2)=[CH:12][CH:13]=1. Given the reactants Br[C:2]1[CH:3]=[N:4][C:5]2[N:6]([N:8]=[C:9]([C:11]3[CH:16]=[CH:15][C:14]([F:17])=[CH:13][CH:12]=3)[CH:10]=2)[CH:7]=1.CC(C)([O-])C.[Na+].C(=[NH:37])(C1C=CC=CC=1)C1C=CC=CC=1.C1(P(C2C=CC=CC=2)C2C=CC3C(=CC=CC=3)C=2C2C3C(=CC=CC=3)C=CC=2P(C2C=CC=CC=2)C2C=CC=CC=2)C=CC=CC=1.Cl, predict the reaction product.